The task is: Regression/Classification. Given a drug SMILES string, predict its absorption, distribution, metabolism, or excretion properties. Task type varies by dataset: regression for continuous measurements (e.g., permeability, clearance, half-life) or binary classification for categorical outcomes (e.g., BBB penetration, CYP inhibition). Dataset: rlm.. This data is from Rat liver microsome stability data. (1) The compound is CC(=O)NC1CCN(Cc2ccc(CCN(C)C(=O)c3ccc(-c4ccc(F)cc4)cc3)cc2)CC1. The result is 1 (stable in rat liver microsomes). (2) The drug is NC(=O)C1CCN(c2nc(-c3cccc(N)c3)cs2)CC1. The result is 0 (unstable in rat liver microsomes). (3) The drug is COc1ccc(NC(=O)c2[nH]c(C)c(C(C)=O)c2C)cc1S(=O)(=O)N(C)C. The result is 0 (unstable in rat liver microsomes). (4) The molecule is O=C(Nc1nc(-c2ccc(F)cc2)cs1)c1ccncc1NS(=O)(=O)c1ccccc1Cl. The result is 0 (unstable in rat liver microsomes). (5) The compound is O=C(NOC[C@H](O)CO)c1c(Nc2ccc(I)cc2F)c(F)c(=O)n2c1CCC2. The result is 0 (unstable in rat liver microsomes).